Dataset: Reaction yield outcomes from USPTO patents with 853,638 reactions. Task: Predict the reaction yield, written as a fraction of the theoretical maximum amount of product (1.0 means a 100% yield; for example, 0.34 means a 34% yield). (1) The reactants are [CH3:1][O:2][C:3]1[CH:4]=[C:5]2[C:10](=[CH:11][CH:12]=1)[CH:9]=[C:8]([C@H:13]([CH3:17])[C:14]([OH:16])=[O:15])[CH:7]=[CH:6]2.O[CH2:19][CH2:20][NH:21][C:22](=[O:28])[O:23][C:24]([CH3:27])([CH3:26])[CH3:25].C1(N=C=NC2CCCCC2)CCCCC1. The catalyst is CN(C1C=CN=CC=1)C.C(Cl)Cl. The product is [CH3:1][O:2][C:3]1[CH:4]=[C:5]2[C:10](=[CH:11][CH:12]=1)[CH:9]=[C:8]([C@H:13]([CH3:17])[C:14]([O:16][CH2:19][CH2:20][NH:21][C:22]([O:23][C:24]([CH3:27])([CH3:26])[CH3:25])=[O:28])=[O:15])[CH:7]=[CH:6]2. The yield is 0.820. (2) The reactants are [C:1]([O:5][C:6]([N:8]1[CH2:13][CH2:12][O:11][CH2:10][C@@H:9]1[C:14]([NH:16][NH:17][C:18]1[CH:23]=[CH:22][C:21]([F:24])=[CH:20][N:19]=1)=O)=[O:7])([CH3:4])([CH3:3])[CH3:2].C1C=CC(P(C2C=CC=CC=2)C2C=CC=CC=2)=CC=1.CCN(CC)CC.ClC(Cl)(Cl)C(Cl)(Cl)Cl. The catalyst is C1COCC1. The product is [C:1]([O:5][C:6]([N:8]1[CH2:13][CH2:12][O:11][CH2:10][C@@H:9]1[C:14]1[N:19]2[CH:20]=[C:21]([F:24])[CH:22]=[CH:23][C:18]2=[N:17][N:16]=1)=[O:7])([CH3:4])([CH3:3])[CH3:2]. The yield is 0.840. (3) The reactants are [C:1]([C:5]1[N:6]([CH3:17])[C:7]2[C:12]([CH:13]=1)=[CH:11][C:10]([N+:14]([O-])=O)=[CH:9][CH:8]=2)([CH3:4])([CH3:3])[CH3:2]. The catalyst is CO.[Ni]. The product is [C:1]([C:5]1[N:6]([CH3:17])[C:7]2[C:12]([CH:13]=1)=[CH:11][C:10]([NH2:14])=[CH:9][CH:8]=2)([CH3:4])([CH3:2])[CH3:3]. The yield is 0.660. (4) The reactants are Cl[C:2]1[CH:3]=[CH:4][C:5]2[O:14][CH2:13][CH2:12][C:11]3[CH:10]=[C:9]([C:15]4[N:16]([C:20]5[CH:25]=[CH:24][C:23]([F:26])=[CH:22][C:21]=5[F:27])[N:17]=[CH:18][N:19]=4)[S:8][C:7]=3[C:6]=2[N:28]=1.[CH3:29][N:30]1[CH2:35][CH2:34][N:33]([CH2:36][CH2:37][NH2:38])[CH2:32][CH2:31]1.CC(C1C=C(C(C)C)C(C2C=CC=CC=2P(C2CCCCC2)C2CCCCC2)=C(C(C)C)C=1)C.CC(C)([O-])C. The catalyst is O1CCOCC1.CC([O-])=O.CC([O-])=O.[Pd+2]. The product is [F:27][C:21]1[CH:22]=[C:23]([F:26])[CH:24]=[CH:25][C:20]=1[N:16]1[C:15]([C:9]2[S:8][C:7]3[C:6]4[N:28]=[C:2]([NH:38][CH2:37][CH2:36][N:33]5[CH2:34][CH2:35][N:30]([CH3:29])[CH2:31][CH2:32]5)[CH:3]=[CH:4][C:5]=4[O:14][CH2:13][CH2:12][C:11]=3[CH:10]=2)=[N:19][CH:18]=[N:17]1. The yield is 0.480. (5) The yield is 0.640. The reactants are [N:1]12[CH2:8][CH2:7][CH:4]([CH2:5][CH2:6]1)[CH:3]([O:9][C:10](=[O:22])[NH:11][C:12]([C:15]1[CH:20]=[CH:19][CH:18]=[C:17](Br)[CH:16]=1)([CH3:14])[CH3:13])[CH2:2]2.[C:23]1(B(O)O)[CH:28]=[CH:27][CH:26]=[CH:25][CH:24]=1. The product is [N:1]12[CH2:8][CH2:7][CH:4]([CH2:5][CH2:6]1)[CH:3]([O:9][C:10](=[O:22])[NH:11][C:12]([C:15]1[CH:16]=[C:17]([C:23]3[CH:28]=[CH:27][CH:26]=[CH:25][CH:24]=3)[CH:18]=[CH:19][CH:20]=1)([CH3:14])[CH3:13])[CH2:2]2. The catalyst is C([O-])(=O)C.[Pd+2].C([O-])(=O)C.